This data is from NCI-60 drug combinations with 297,098 pairs across 59 cell lines. The task is: Regression. Given two drug SMILES strings and cell line genomic features, predict the synergy score measuring deviation from expected non-interaction effect. (1) Synergy scores: CSS=-0.923, Synergy_ZIP=0.346, Synergy_Bliss=-1.01, Synergy_Loewe=-0.329, Synergy_HSA=-1.86. Drug 2: C1CNP(=O)(OC1)N(CCCl)CCCl. Drug 1: CCC1(CC2CC(C3=C(CCN(C2)C1)C4=CC=CC=C4N3)(C5=C(C=C6C(=C5)C78CCN9C7C(C=CC9)(C(C(C8N6C=O)(C(=O)OC)O)OC(=O)C)CC)OC)C(=O)OC)O.OS(=O)(=O)O. Cell line: SK-OV-3. (2) Drug 1: CC(C)(C1=NC(=CC=C1)N2C3=NC(=NC=C3C(=O)N2CC=C)NC4=CC=C(C=C4)N5CCN(CC5)C)O. Cell line: UACC62. Drug 2: COCCOC1=C(C=C2C(=C1)C(=NC=N2)NC3=CC=CC(=C3)C#C)OCCOC. Synergy scores: CSS=49.6, Synergy_ZIP=5.94, Synergy_Bliss=7.65, Synergy_Loewe=7.85, Synergy_HSA=10.6. (3) Drug 1: CCCCCOC(=O)NC1=NC(=O)N(C=C1F)C2C(C(C(O2)C)O)O. Drug 2: C1CCC(C(C1)N)N.C(=O)(C(=O)[O-])[O-].[Pt+4]. Cell line: MDA-MB-435. Synergy scores: CSS=19.0, Synergy_ZIP=-2.07, Synergy_Bliss=4.08, Synergy_Loewe=-42.3, Synergy_HSA=-5.04. (4) Drug 1: C1C(C(OC1N2C=NC3=C(N=C(N=C32)Cl)N)CO)O. Drug 2: CC12CCC3C(C1CCC2O)C(CC4=C3C=CC(=C4)O)CCCCCCCCCS(=O)CCCC(C(F)(F)F)(F)F. Cell line: A549. Synergy scores: CSS=15.1, Synergy_ZIP=-5.66, Synergy_Bliss=0.651, Synergy_Loewe=-17.0, Synergy_HSA=-2.82. (5) Drug 1: CN1CCC(CC1)COC2=C(C=C3C(=C2)N=CN=C3NC4=C(C=C(C=C4)Br)F)OC. Drug 2: C1C(C(OC1N2C=NC3=C2NC=NCC3O)CO)O. Cell line: SK-MEL-28. Synergy scores: CSS=3.74, Synergy_ZIP=4.58, Synergy_Bliss=9.67, Synergy_Loewe=4.79, Synergy_HSA=5.99. (6) Drug 1: C1CC(C1)(C(=O)O)C(=O)O.[NH2-].[NH2-].[Pt+2]. Drug 2: CC1CCC2CC(C(=CC=CC=CC(CC(C(=O)C(C(C(=CC(C(=O)CC(OC(=O)C3CCCCN3C(=O)C(=O)C1(O2)O)C(C)CC4CCC(C(C4)OC)OCCO)C)C)O)OC)C)C)C)OC. Cell line: SF-295. Synergy scores: CSS=18.7, Synergy_ZIP=-6.62, Synergy_Bliss=-5.02, Synergy_Loewe=-1.10, Synergy_HSA=-1.41.